Dataset: Full USPTO retrosynthesis dataset with 1.9M reactions from patents (1976-2016). Task: Predict the reactants needed to synthesize the given product. (1) Given the product [CH3:21][O:1][C:2]1[CH:7]=[CH:6][C:5]([C:8]2[C:12]([CH3:13])=[C:11]([NH:14][C:15]([C@@H:17]3[CH2:19][C@H:18]3[CH3:20])=[O:16])[S:10][N:9]=2)=[CH:4][CH:3]=1, predict the reactants needed to synthesize it. The reactants are: [OH:1][C:2]1[CH:7]=[CH:6][C:5]([C:8]2[C:12]([CH3:13])=[C:11]([NH:14][C:15]([C@@H:17]3[CH2:19][C@H:18]3[CH3:20])=[O:16])[S:10][N:9]=2)=[CH:4][CH:3]=1.[C:21]([O-])([O-])=O.[K+].[K+].CI. (2) Given the product [CH2:35]([O:36][C:2]1[C:11]2[C:6](=[CH:7][CH:8]=[CH:9][CH:10]=2)[N:5]=[C:4]([N:12]2[CH2:17][CH2:16][N:15]([C:18]([NH:20][C:21]3[CH:26]=[CH:25][CH:24]=[C:23]([F:27])[CH:22]=3)=[O:19])[CH2:14][CH:13]2[CH:28]([CH3:30])[CH3:29])[N:3]=1)[CH3:34], predict the reactants needed to synthesize it. The reactants are: Cl[C:2]1[C:11]2[C:6](=[CH:7][CH:8]=[CH:9][CH:10]=2)[N:5]=[C:4]([N:12]2[CH2:17][CH2:16][N:15]([C:18]([NH:20][C:21]3[CH:26]=[CH:25][CH:24]=[C:23]([F:27])[CH:22]=3)=[O:19])[CH2:14][CH:13]2[CH:28]([CH3:30])[CH3:29])[N:3]=1.[C-]#N.[Na+].[CH3:34][CH2:35][OH:36]. (3) Given the product [OH:1][CH:2]1[CH2:7][N:6]([C:8]([O:10][CH2:11][CH:12]2[C:13]3[CH:14]=[CH:15][CH:16]=[CH:17][C:18]=3[C:19]3[C:24]2=[CH:23][CH:22]=[CH:21][CH:20]=3)=[O:9])[CH2:5][CH2:4][N:3]1[C:25]([O:27][C:28]([CH3:31])([CH3:30])[CH3:29])=[O:26], predict the reactants needed to synthesize it. The reactants are: [O:1]=[C:2]1[CH2:7][N:6]([C:8]([O:10][CH2:11][CH:12]2[C:24]3[CH:23]=[CH:22][CH:21]=[CH:20][C:19]=3[C:18]3[C:13]2=[CH:14][CH:15]=[CH:16][CH:17]=3)=[O:9])[CH2:5][CH2:4][N:3]1[C:25]([O:27][C:28]([CH3:31])([CH3:30])[CH3:29])=[O:26].C1COCC1.CC(C[AlH]CC(C)C)C. (4) Given the product [C:1]1([CH2:7][CH2:8][N:9]2[CH2:12][C:11]3([CH2:21][C:20](=[O:22])[C:19]4[C:14](=[CH:15][CH:16]=[C:17](/[CH:23]=[CH:24]/[C:25]([NH:27][OH:28])=[O:26])[CH:18]=4)[O:13]3)[CH2:10]2)[CH:6]=[CH:5][CH:4]=[CH:3][CH:2]=1, predict the reactants needed to synthesize it. The reactants are: [C:1]1([CH2:7][CH2:8][N:9]2[CH2:12][C:11]3([CH2:21][C:20](=[O:22])[C:19]4[C:14](=[CH:15][CH:16]=[C:17](/[CH:23]=[CH:24]/[C:25]([NH:27][O:28]C5CCCCO5)=[O:26])[CH:18]=4)[O:13]3)[CH2:10]2)[CH:6]=[CH:5][CH:4]=[CH:3][CH:2]=1.Cl. (5) Given the product [C:17]([C:15]1[N:14]([CH3:21])[N:13]([CH2:22][CH:23]2[CH2:24][CH2:25]2)/[C:12](=[N:11]/[C:9](=[O:10])[C:8]2[CH:26]=[C:27]([C:30]([F:33])([F:32])[F:31])[CH:28]=[CH:29][C:7]=2[O:6][CH2:5][C@@H:2]2[CH2:3][CH2:4][N:1]2[S:42]([CH3:41])(=[O:44])=[O:43])/[CH:16]=1)([CH3:19])([CH3:18])[CH3:20], predict the reactants needed to synthesize it. The reactants are: [NH:1]1[CH2:4][CH2:3][C@H:2]1[CH2:5][O:6][C:7]1[CH:29]=[CH:28][C:27]([C:30]([F:33])([F:32])[F:31])=[CH:26][C:8]=1[C:9](/[N:11]=[C:12]1/[N:13]([CH2:22][CH:23]2[CH2:25][CH2:24]2)[N:14]([CH3:21])[C:15]([C:17]([CH3:20])([CH3:19])[CH3:18])=[CH:16]/1)=[O:10].C(N(CC)CC)C.[CH3:41][S:42](Cl)(=[O:44])=[O:43].O. (6) Given the product [F:20][C:17]([F:18])([F:19])[C:2]([CH:3]=[N:31][C:22]1[CH:23]=[CH:24][C:25]2[C:30](=[CH:29][CH:28]=[CH:27][CH:26]=2)[CH:21]=1)([OH:1])[CH2:5][C:6]([C:9]1[CH:14]=[CH:13][CH:12]=[CH:11][C:10]=1[O:15][CH3:16])([CH3:7])[CH3:8], predict the reactants needed to synthesize it. The reactants are: [OH:1][C:2]([C:17]([F:20])([F:19])[F:18])([CH2:5][C:6]([C:9]1[CH:14]=[CH:13][CH:12]=[CH:11][C:10]=1[O:15][CH3:16])([CH3:8])[CH3:7])[CH:3]=O.[CH:21]1[C:30]2[C:25](=[CH:26][CH:27]=[CH:28][CH:29]=2)[CH:24]=[CH:23][C:22]=1[NH2:31].